From a dataset of Peptide-MHC class I binding affinity with 185,985 pairs from IEDB/IMGT. Regression. Given a peptide amino acid sequence and an MHC pseudo amino acid sequence, predict their binding affinity value. This is MHC class I binding data. (1) The peptide sequence is ADIEPKYDRL. The MHC is Mamu-B8701 with pseudo-sequence Mamu-B8701. The binding affinity (normalized) is 1.00. (2) The peptide sequence is GESNIVIGI. The MHC is HLA-B40:01 with pseudo-sequence HLA-B40:01. The binding affinity (normalized) is 0.920. (3) The peptide sequence is WELVDKERNL. The MHC is HLA-B40:01 with pseudo-sequence HLA-B40:01. The binding affinity (normalized) is 0.501. (4) The peptide sequence is KAAFDLSHFL. The MHC is HLA-B54:01 with pseudo-sequence HLA-B54:01. The binding affinity (normalized) is 0. (5) The peptide sequence is EKTQYTNDF. The MHC is HLA-B15:01 with pseudo-sequence HLA-B15:01. The binding affinity (normalized) is 0.127. (6) The peptide sequence is NAISSRVDRY. The MHC is HLA-A31:01 with pseudo-sequence HLA-A31:01. The binding affinity (normalized) is 0.140.